This data is from Full USPTO retrosynthesis dataset with 1.9M reactions from patents (1976-2016). The task is: Predict the reactants needed to synthesize the given product. Given the product [CH3:9][C:2]1([CH3:1])[CH2:3][CH:4]([C:6]([N:65]2[CH2:66][CH2:67][N:62]([CH2:61][C:46]3[C:47]([CH3:60])=[C:48]([NH:50][C:51](=[O:59])[C:52]4[CH:57]=[CH:56][C:55]([CH3:58])=[N:54][CH:53]=4)[CH:49]=[C:44]([F:43])[CH:45]=3)[CH2:63][C@@H:64]2[CH3:68])=[O:8])[CH2:5]1, predict the reactants needed to synthesize it. The reactants are: [CH3:1][C:2]1([CH3:9])[CH2:5][CH:4]([C:6]([OH:8])=O)[CH2:3]1.CN(C(ON1N=NC2C=CC=NC1=2)=[N+](C)C)C.F[P-](F)(F)(F)(F)F.C(N(C(C)C)C(C)C)C.[F:43][C:44]1[CH:45]=[C:46]([CH2:61][N:62]2[CH2:67][CH2:66][NH:65][C@@H:64]([CH3:68])[CH2:63]2)[C:47]([CH3:60])=[C:48]([NH:50][C:51](=[O:59])[C:52]2[CH:57]=[CH:56][C:55]([CH3:58])=[N:54][CH:53]=2)[CH:49]=1.